From a dataset of Reaction yield outcomes from USPTO patents with 853,638 reactions. Predict the reaction yield, written as a fraction of the theoretical maximum amount of product (1.0 means a 100% yield; for example, 0.34 means a 34% yield). (1) The reactants are [CH2:1]([O:8][C:9]1[CH:14]=[CH:13][N:12]=[CH:11][C:10]=1[C:15]1(O)[C:23]2[C:18](=[CH:19][CH:20]=[CH:21][CH:22]=2)[N:17]([CH2:24][CH2:25][CH2:26][CH2:27][CH3:28])[C:16]1=[O:29])[C:2]1[CH:7]=[CH:6][CH:5]=[CH:4][CH:3]=1.C([SiH](CC)CC)C.FC(F)(F)C(O)=O. The catalyst is C(OCC)(=O)C. The product is [CH2:1]([O:8][C:9]1[CH:14]=[CH:13][N:12]=[CH:11][C:10]=1[CH:15]1[C:23]2[C:18](=[CH:19][CH:20]=[CH:21][CH:22]=2)[N:17]([CH2:24][CH2:25][CH2:26][CH2:27][CH3:28])[C:16]1=[O:29])[C:2]1[CH:7]=[CH:6][CH:5]=[CH:4][CH:3]=1. The yield is 0.950. (2) The reactants are [CH3:1][C:2]1[CH:11]=[CH:10][C:9]2[C:4](=[CH:5][CH:6]=[CH:7][C:8]=2[N:12]2[CH2:17][CH2:16][N:15]([CH2:18][CH2:19][C:20]3[CH:21]=[C:22]([CH:24]=[CH:25][CH:26]=3)[NH2:23])[CH2:14][CH2:13]2)[N:3]=1.[CH:27]1[CH:32]=[CH:31][C:30]([O:33][C:34]([Cl:36])=[O:35])=[CH:29][CH:28]=1. No catalyst specified. The product is [ClH:36].[ClH:36].[CH3:1][C:2]1[CH:11]=[CH:10][C:9]2[C:4](=[CH:5][CH:6]=[CH:7][C:8]=2[N:12]2[CH2:13][CH2:14][N:15]([CH2:18][CH2:19][C:20]3[CH:21]=[C:22]([NH:23][C:34](=[O:35])[O:33][C:30]4[CH:31]=[CH:32][CH:27]=[CH:28][CH:29]=4)[CH:24]=[CH:25][CH:26]=3)[CH2:16][CH2:17]2)[N:3]=1. The yield is 0.590. (3) The reactants are [Br:1]P(Br)Br.[Cl:5][C:6]1[CH:7]=[C:8]([CH2:13]O)[CH:9]=[N:10][C:11]=1[Cl:12].O. The catalyst is ClCCl. The product is [Br:1][CH2:13][C:8]1[CH:7]=[C:6]([Cl:5])[C:11]([Cl:12])=[N:10][CH:9]=1. The yield is 0.900.